This data is from Forward reaction prediction with 1.9M reactions from USPTO patents (1976-2016). The task is: Predict the product of the given reaction. Given the reactants [CH3:1][C:2]1[N:19]([S:20]([C:23]2[CH:29]=[CH:28][C:26]([CH3:27])=[CH:25][CH:24]=2)(=[O:22])=[O:21])[C:5]2=[N:6][CH:7]=[C:8]([NH:10][NH:11]C(OC(C)(C)C)=O)[N:9]=[C:4]2[CH:3]=1.Cl, predict the reaction product. The product is: [NH:10]([C:8]1[N:9]=[C:4]2[CH:3]=[C:2]([CH3:1])[N:19]([S:20]([C:23]3[CH:29]=[CH:28][C:26]([CH3:27])=[CH:25][CH:24]=3)(=[O:21])=[O:22])[C:5]2=[N:6][CH:7]=1)[NH2:11].